Dataset: Full USPTO retrosynthesis dataset with 1.9M reactions from patents (1976-2016). Task: Predict the reactants needed to synthesize the given product. (1) Given the product [NH:1]1[C:9]2[C:4](=[CH:5][C:6](/[CH:10]=[CH:11]/[C:12]([OH:14])=[O:13])=[CH:7][CH:8]=2)[CH:3]=[CH:2]1, predict the reactants needed to synthesize it. The reactants are: [NH:1]1[C:9]2[C:4](=[CH:5][C:6](/[CH:10]=[CH:11]/[C:12]([O:14]C)=[O:13])=[CH:7][CH:8]=2)[CH:3]=[CH:2]1.[Li+].[OH-].Cl. (2) Given the product [N:1]1([C:13]2[N:14]=[C:15]([N:32]3[CH2:33][CH2:34][O:35][CH2:36][CH2:37]3)[C:16]3[S:21][C:20]([CH2:22][N:23]4[CH2:24][CH2:25][CH:26]([N:29]([CH3:31])[CH3:30])[CH2:27][CH2:28]4)=[CH:19][C:17]=3[N:18]=2)[C:9]2[C:4](=[CH:5][CH:6]=[CH:7][CH:8]=2)[CH:3]=[CH:2]1, predict the reactants needed to synthesize it. The reactants are: [NH:1]1[C:9]2[C:4](=[CH:5][CH:6]=[CH:7][CH:8]=2)[CH:3]=[CH:2]1.[H-].[Na+].Cl[C:13]1[N:14]=[C:15]([N:32]2[CH2:37][CH2:36][O:35][CH2:34][CH2:33]2)[C:16]2[S:21][C:20]([CH2:22][N:23]3[CH2:28][CH2:27][CH:26]([N:29]([CH3:31])[CH3:30])[CH2:25][CH2:24]3)=[CH:19][C:17]=2[N:18]=1. (3) Given the product [CH:22]1([CH2:21][N:18]2[CH2:19][CH2:20][N:15]([C@@H:12]3[CH2:13][CH2:14][C@H:9]([NH2:8])[CH2:10][CH2:11]3)[CH2:16][CH2:17]2)[CH2:23][CH2:24]1, predict the reactants needed to synthesize it. The reactants are: C([N:8](CC1C=CC=CC=1)[C@H:9]1[CH2:14][CH2:13][C@@H:12]([N:15]2[CH2:20][CH2:19][N:18]([CH2:21][CH:22]3[CH2:24][CH2:23]3)[CH2:17][CH2:16]2)[CH2:11][CH2:10]1)C1C=CC=CC=1. (4) Given the product [Cl:21][C:18]1[CH:19]=[CH:20][C:15]([C:13]2[C:3]3[C:2](=[CH:7][CH:6]=[C:5]([O:8][C:9]([F:12])([F:11])[F:10])[CH:4]=3)[N:1]=[C:26]([CH3:27])[C:25]=2[C:22](=[O:24])[CH3:23])=[CH:16][CH:17]=1, predict the reactants needed to synthesize it. The reactants are: [NH2:1][C:2]1[CH:7]=[CH:6][C:5]([O:8][C:9]([F:12])([F:11])[F:10])=[CH:4][C:3]=1[C:13]([C:15]1[CH:20]=[CH:19][C:18]([Cl:21])=[CH:17][CH:16]=1)=O.[C:22]([CH2:25][C:26](=O)[CH3:27])(=[O:24])[CH3:23]. (5) Given the product [NH2:8][C@@H:9]([CH2:30][C:31]1[CH:36]=[CH:35][CH:34]=[CH:33][CH:32]=1)[CH:10]([CH:12]1[NH:17][CH2:16][CH2:15][N:14]([CH3:28])[C:13]1=[O:29])[OH:11], predict the reactants needed to synthesize it. The reactants are: C([N:8](CC1C=CC=CC=1)[C@@H:9]([CH2:30][C:31]1[CH:36]=[CH:35][CH:34]=[CH:33][CH:32]=1)[CH:10]([CH:12]1[N:17](C(OCC2C=CC=CC=2)=O)[CH2:16][CH2:15][N:14]([CH3:28])[C:13]1=[O:29])[OH:11])C1C=CC=CC=1.[H][H]. (6) The reactants are: [NH2:1][C:2]1[CH:10]=[C:9]([O:11][CH3:12])[CH:8]=[C:7]([O:13][CH3:14])[C:3]=1[C:4]([NH2:6])=[O:5].C([Si](C)(C)[O:20][CH2:21][CH2:22][O:23][C:24]1[CH:25]=[C:26]([CH:29]=[C:30]([CH3:32])[CH:31]=1)[CH:27]=O)(C)(C)C.S([O-])(O)=O.[Na+].C1(C)C=CC(S(O)(=O)=O)=CC=1. Given the product [OH:20][CH2:21][CH2:22][O:23][C:24]1[CH:25]=[C:26]([C:27]2[NH:6][C:4](=[O:5])[C:3]3[C:2](=[CH:10][C:9]([O:11][CH3:12])=[CH:8][C:7]=3[O:13][CH3:14])[N:1]=2)[CH:29]=[C:30]([CH3:32])[CH:31]=1, predict the reactants needed to synthesize it. (7) Given the product [C:24]([N:28]1[CH2:33][CH2:32][CH:31]([S:34][C:2]2[CH:3]=[CH:4][C:5]3[O:14][CH2:13][CH2:12][N:11]4[CH:10]=[C:9]([C:15]5[N:16]([CH:20]([CH3:22])[CH3:21])[N:17]=[CH:18][N:19]=5)[N:8]=[C:7]4[C:6]=3[CH:23]=2)[CH2:30][CH2:29]1)([CH3:27])([CH3:25])[CH3:26], predict the reactants needed to synthesize it. The reactants are: Br[C:2]1[CH:3]=[CH:4][C:5]2[O:14][CH2:13][CH2:12][N:11]3[C:7](=[N:8][C:9]([C:15]4[N:16]([CH:20]([CH3:22])[CH3:21])[N:17]=[CH:18][N:19]=4)=[CH:10]3)[C:6]=2[CH:23]=1.[C:24]([N:28]1[CH2:33][CH2:32][CH:31]([SH:34])[CH2:30][CH2:29]1)([CH3:27])([CH3:26])[CH3:25].CC1(C)C2C(=C(P(C3C=CC=CC=3)C3C=CC=CC=3)C=CC=2)OC2C(P(C3C=CC=CC=3)C3C=CC=CC=3)=CC=CC1=2.CCN(C(C)C)C(C)C.